Dataset: Retrosynthesis with 50K atom-mapped reactions and 10 reaction types from USPTO. Task: Predict the reactants needed to synthesize the given product. (1) Given the product CNC(=O)c1ccc2c(c1)OC(c1ccccc1)(c1ccccc1)O2, predict the reactants needed to synthesize it. The reactants are: CN.O=C([O-])c1ccc2c(c1)OC(c1ccccc1)(c1ccccc1)O2. (2) Given the product OCc1cccc(C2CCOCC2)c1, predict the reactants needed to synthesize it. The reactants are: OCc1cccc(C2=CCOCC2)c1. (3) Given the product O=C(NCc1ccccc1)c1ccc2nccn2c1, predict the reactants needed to synthesize it. The reactants are: NCc1ccccc1.O=C(O)c1ccc2nccn2c1. (4) Given the product COC(=O)c1ccc(OCc2ccccc2)cc1, predict the reactants needed to synthesize it. The reactants are: BrCc1ccccc1.COC(=O)c1ccc(O)cc1. (5) Given the product CC(C)(C)OC(=O)N1CCN(c2c[nH]c3ccccc23)CC1, predict the reactants needed to synthesize it. The reactants are: CC(=O)n1cc(N2CCN(C(=O)OC(C)(C)C)CC2)c2ccccc21. (6) Given the product COc1cccc(N)c1C#N, predict the reactants needed to synthesize it. The reactants are: CN(C)C=O.N#Cc1c(N)cccc1F. (7) The reactants are: CCCCn1c(-c2ccccc2)nc(F)c1CO.NCc1ccc2c(c1)OCO2. Given the product CCCCn1c(-c2ccccc2)nc(F)c1CNCc1ccc2c(c1)OCO2, predict the reactants needed to synthesize it. (8) The reactants are: CC(=O)Nc1ccc(C#N)cc1C1CC1. Given the product N#Cc1ccc(N)c(C2CC2)c1, predict the reactants needed to synthesize it. (9) The reactants are: CC(C)(C)CC1NC(C(=O)OC(C)(C)C)C(c2cccc(Cl)c2F)C1(C#N)c1ncc(Cl)cc1F. Given the product CC(C)(C)CC1NC(C(=O)O)C(c2cccc(Cl)c2F)C1(C#N)c1ncc(Cl)cc1F, predict the reactants needed to synthesize it. (10) Given the product COc1ccc2cc(C(C)C#N)ccc2c1, predict the reactants needed to synthesize it. The reactants are: COc1ccc2cc(C(C)C#N)ccc2c1Br.